This data is from Full USPTO retrosynthesis dataset with 1.9M reactions from patents (1976-2016). The task is: Predict the reactants needed to synthesize the given product. (1) Given the product [NH:1]1[C:9]2[CH2:8][CH2:7][CH2:6][C:5](=[S:20])[C:4]=2[CH:3]=[CH:2]1, predict the reactants needed to synthesize it. The reactants are: [NH:1]1[C:9]2[CH2:8][CH2:7][CH2:6][C:5](=O)[C:4]=2[CH:3]=[CH:2]1.COC1C=CC(P2(SP(C3C=CC(OC)=CC=3)(=S)S2)=[S:20])=CC=1.C([O-])(O)=O.[Na+]. (2) Given the product [S:1]1[CH:5]=[CH:4][CH:3]=[C:2]1[C:6]1[N:16]2[N:15]=[C:14]([S:17][CH2:18][C:19]([O:21][CH2:22][CH3:23])=[O:20])[CH:13]=[CH:12][C:11]2=[N:9][N:8]=1, predict the reactants needed to synthesize it. The reactants are: [S:1]1[CH:5]=[CH:4][CH:3]=[C:2]1[C:6]([NH:8][NH2:9])=O.Cl[C:11]1[N:16]=[N:15][C:14]([S:17][CH:18](C)[C:19]([O:21][CH2:22][CH3:23])=[O:20])=[CH:13][CH:12]=1.